Regression. Given two drug SMILES strings and cell line genomic features, predict the synergy score measuring deviation from expected non-interaction effect. From a dataset of NCI-60 drug combinations with 297,098 pairs across 59 cell lines. (1) Drug 1: CC(C1=C(C=CC(=C1Cl)F)Cl)OC2=C(N=CC(=C2)C3=CN(N=C3)C4CCNCC4)N. Drug 2: CC1=C(N=C(N=C1N)C(CC(=O)N)NCC(C(=O)N)N)C(=O)NC(C(C2=CN=CN2)OC3C(C(C(C(O3)CO)O)O)OC4C(C(C(C(O4)CO)O)OC(=O)N)O)C(=O)NC(C)C(C(C)C(=O)NC(C(C)O)C(=O)NCCC5=NC(=CS5)C6=NC(=CS6)C(=O)NCCC[S+](C)C)O. Cell line: SW-620. Synergy scores: CSS=13.7, Synergy_ZIP=-4.09, Synergy_Bliss=-6.35, Synergy_Loewe=-8.50, Synergy_HSA=-7.26. (2) Drug 1: CN1C(=O)N2C=NC(=C2N=N1)C(=O)N. Drug 2: CCC1(CC2CC(C3=C(CCN(C2)C1)C4=CC=CC=C4N3)(C5=C(C=C6C(=C5)C78CCN9C7C(C=CC9)(C(C(C8N6C)(C(=O)OC)O)OC(=O)C)CC)OC)C(=O)OC)O.OS(=O)(=O)O. Cell line: SR. Synergy scores: CSS=30.3, Synergy_ZIP=-3.56, Synergy_Bliss=-1.22, Synergy_Loewe=-36.7, Synergy_HSA=-1.05. (3) Drug 1: C1=CC(=CC=C1CC(C(=O)O)N)N(CCCl)CCCl.Cl. Drug 2: C1=CC=C(C=C1)NC(=O)CCCCCCC(=O)NO. Cell line: CAKI-1. Synergy scores: CSS=23.3, Synergy_ZIP=-8.57, Synergy_Bliss=-3.63, Synergy_Loewe=-0.489, Synergy_HSA=0.247. (4) Drug 1: CC(CN1CC(=O)NC(=O)C1)N2CC(=O)NC(=O)C2. Drug 2: CCC1(C2=C(COC1=O)C(=O)N3CC4=CC5=C(C=CC(=C5CN(C)C)O)N=C4C3=C2)O.Cl. Cell line: SK-MEL-2. Synergy scores: CSS=26.1, Synergy_ZIP=-4.10, Synergy_Bliss=0.722, Synergy_Loewe=0.680, Synergy_HSA=0.829.